From a dataset of Reaction yield outcomes from USPTO patents with 853,638 reactions. Predict the reaction yield, written as a fraction of the theoretical maximum amount of product (1.0 means a 100% yield; for example, 0.34 means a 34% yield). (1) The reactants are C([N:4]1[C:12]2[C:7](=[N:8][C:9]([C:21]3[CH:26]=[CH:25][C:24]([CH3:27])=[CH:23][CH:22]=3)=[C:10]([C:13]3[CH:20]=[CH:19][C:16]([C:17]#[N:18])=[CH:15][CH:14]=3)[CH:11]=2)[CH:6]=[N:5]1)(=O)C.[OH-].[Na+]. The catalyst is C1COCC1.CO. The product is [CH3:27][C:24]1[CH:23]=[CH:22][C:21]([C:9]2[N:8]=[C:7]3[CH:6]=[N:5][NH:4][C:12]3=[CH:11][C:10]=2[C:13]2[CH:20]=[CH:19][C:16]([C:17]#[N:18])=[CH:15][CH:14]=2)=[CH:26][CH:25]=1. The yield is 0.580. (2) The reactants are O[CH2:2][C:3]1[CH:4]=[CH:5][C:6]([CH3:10])=[N:7][C:8]=1[CH3:9].O=S(Cl)[Cl:13].O. The catalyst is C1(C)C=CC=CC=1.C(Cl)(Cl)Cl. The product is [ClH:13].[Cl:13][CH2:2][C:3]1[CH:4]=[CH:5][C:6]([CH3:10])=[N:7][C:8]=1[CH3:9]. The yield is 0.750.